From a dataset of Catalyst prediction with 721,799 reactions and 888 catalyst types from USPTO. Predict which catalyst facilitates the given reaction. (1) Reactant: CC1(C)C(C)(C)OB([C:9]2[CH:14]=[CH:13][C:12]([N:15]([C:26]3[CH:31]=[CH:30][CH:29]=[CH:28][C:27]=3[CH3:32])[C:16]3[C:25]4[C:20](=[CH:21][CH:22]=[CH:23][CH:24]=4)[CH:19]=[CH:18][CH:17]=3)=[CH:11][CH:10]=2)O1.Br[C:35]1[CH:40]=[N:39][C:38]([Br:41])=[CH:37][N:36]=1.C([O-])([O-])=O.[K+].[K+]. Product: [Br:41][C:38]1[N:39]=[CH:40][C:35]([C:9]2[CH:10]=[CH:11][C:12]([N:15]([C:26]3[CH:31]=[CH:30][CH:29]=[CH:28][C:27]=3[CH3:32])[C:16]3[C:25]4[C:20](=[CH:21][CH:22]=[CH:23][CH:24]=4)[CH:19]=[CH:18][CH:17]=3)=[CH:13][CH:14]=2)=[N:36][CH:37]=1. The catalyst class is: 70. (2) Reactant: [F:1][C:2]1[CH:7]=[CH:6][C:5]([S:8](Cl)(=[O:10])=[O:9])=[CH:4][CH:3]=1.[NH2:12][C:13]1[CH:14]=[C:15]([CH:39]=[CH:40][C:41]=1[O:42]CC1C=CC=CC=1)[O:16][CH2:17][C@@H:18]([OH:38])[CH2:19][N:20](CC1C=CC=CC=1)[C@@H:21]([CH2:24][C:25]1[CH:30]=[CH:29][CH:28]=[CH:27][CH:26]=1)[CH2:22][OH:23].N1C=CC=CC=1.C(=O)(O)[O-].[Na+]. Product: [F:1][C:2]1[CH:7]=[CH:6][C:5]([S:8]([NH:12][C:13]2[CH:14]=[C:15]([CH:39]=[CH:40][C:41]=2[OH:42])[O:16][CH2:17][C@@H:18]([OH:38])[CH2:19][NH:20][C@@H:21]([CH2:24][C:25]2[CH:26]=[CH:27][CH:28]=[CH:29][CH:30]=2)[CH2:22][OH:23])(=[O:10])=[O:9])=[CH:4][CH:3]=1. The catalyst class is: 96.